Dataset: NCI-60 drug combinations with 297,098 pairs across 59 cell lines. Task: Regression. Given two drug SMILES strings and cell line genomic features, predict the synergy score measuring deviation from expected non-interaction effect. (1) Drug 1: CC1=C(C=C(C=C1)NC(=O)C2=CC=C(C=C2)CN3CCN(CC3)C)NC4=NC=CC(=N4)C5=CN=CC=C5. Drug 2: COC1=C2C(=CC3=C1OC=C3)C=CC(=O)O2. Cell line: OVCAR-8. Synergy scores: CSS=-1.32, Synergy_ZIP=-1.15, Synergy_Bliss=-2.96, Synergy_Loewe=-5.98, Synergy_HSA=-5.62. (2) Cell line: HOP-92. Synergy scores: CSS=7.84, Synergy_ZIP=1.22, Synergy_Bliss=6.04, Synergy_Loewe=-6.80, Synergy_HSA=2.35. Drug 2: C(CCl)NC(=O)N(CCCl)N=O. Drug 1: C1CN(P(=O)(OC1)NCCCl)CCCl. (3) Drug 1: CCC(=C(C1=CC=CC=C1)C2=CC=C(C=C2)OCCN(C)C)C3=CC=CC=C3.C(C(=O)O)C(CC(=O)O)(C(=O)O)O. Drug 2: CC1=C(C=C(C=C1)NC(=O)C2=CC=C(C=C2)CN3CCN(CC3)C)NC4=NC=CC(=N4)C5=CN=CC=C5. Cell line: A498. Synergy scores: CSS=0.389, Synergy_ZIP=3.91, Synergy_Bliss=-2.85, Synergy_Loewe=-2.66, Synergy_HSA=-2.73. (4) Cell line: SN12C. Synergy scores: CSS=5.32, Synergy_ZIP=-0.723, Synergy_Bliss=1.89, Synergy_Loewe=-0.906, Synergy_HSA=0.152. Drug 2: C1=NNC2=C1C(=O)NC=N2. Drug 1: C1=NC(=NC(=O)N1C2C(C(C(O2)CO)O)O)N.